This data is from Reaction yield outcomes from USPTO patents with 853,638 reactions. The task is: Predict the reaction yield, written as a fraction of the theoretical maximum amount of product (1.0 means a 100% yield; for example, 0.34 means a 34% yield). (1) The reactants are [C:1]1([CH2:7][C:8]#[N:9])[CH:6]=[CH:5][CH:4]=[CH:3][CH:2]=1.Cl[C:11]1[CH:18]=[CH:17][CH:16]=[CH:15][C:12]=1[C:13]#[N:14].CC(C)([O-])C.[K+].Br[CH2:26][C:27]([O:29][C:30]([CH3:33])([CH3:32])[CH3:31])=[O:28].Cl. The catalyst is CN(C=O)C.C1(C)C=CC=CC=1.CCCCCCC. The product is [NH2:14][C:13]1[C:12]2[C:11](=[CH:18][CH:17]=[CH:16][CH:15]=2)[C:7]([C:8]#[N:9])([C:1]2[CH:6]=[CH:5][CH:4]=[CH:3][CH:2]=2)[C:26]=1[C:27]([O:29][C:30]([CH3:33])([CH3:32])[CH3:31])=[O:28]. The yield is 0.460. (2) The reactants are Cl[O-:2].[Na+].[OH-].[Na+].[C:6]([C:9]1[CH:18]=[CH:17][C:16]2[C:11](=[CH:12][CH:13]=[C:14]([Br:19])[CH:15]=2)[CH:10]=1)(=[O:8])C. The catalyst is O.O1CCOCC1. The product is [Br:19][C:14]1[CH:15]=[C:16]2[C:11](=[CH:12][CH:13]=1)[CH:10]=[C:9]([C:6]([OH:8])=[O:2])[CH:18]=[CH:17]2. The yield is 0.880. (3) The reactants are C(Cl)(=O)C(Cl)=O.CS(C)=O.[Cl:11][C:12]1[CH:28]=[C:27]([C:29]([F:32])([F:31])[F:30])[CH:26]=[CH:25][C:13]=1[CH2:14][N:15]1[C:19]([CH2:20][OH:21])=[CH:18][C:17]([CH:22]([CH3:24])[CH3:23])=[N:16]1.C(N(CC)CC)C. The catalyst is C(Cl)Cl.O. The product is [Cl:11][C:12]1[CH:28]=[C:27]([C:29]([F:32])([F:30])[F:31])[CH:26]=[CH:25][C:13]=1[CH2:14][N:15]1[C:19]([CH:20]=[O:21])=[CH:18][C:17]([CH:22]([CH3:24])[CH3:23])=[N:16]1. The yield is 0.990. (4) The reactants are [F:1][C:2]1[CH:7]=[CH:6][C:5]([C:8]2[C:12]([CH2:13][O:14][C:15]3[CH:23]=[CH:22][C:18]([C:19]([OH:21])=O)=[CH:17][N:16]=3)=[C:11]([CH3:24])[O:10][N:9]=2)=[CH:4][CH:3]=1.[CH:25]([NH2:28])([CH3:27])[CH3:26]. No catalyst specified. The product is [F:1][C:2]1[CH:3]=[CH:4][C:5]([C:8]2[C:12]([CH2:13][O:14][C:15]3[CH:23]=[CH:22][C:18]([C:19]([NH:28][CH:25]([CH3:27])[CH3:26])=[O:21])=[CH:17][N:16]=3)=[C:11]([CH3:24])[O:10][N:9]=2)=[CH:6][CH:7]=1. The yield is 0.790. (5) The reactants are C[Si]([N-][Si](C)(C)C)(C)C.[Li+].[F:11][C:12]([F:28])([F:27])[C:13]1[C:14]([N:19]2[CH:23]=[C:22]([C:24](=[O:26])[CH3:25])[CH:21]=[N:20]2)=[N:15][CH:16]=[CH:17][CH:18]=1.[F:29][C:30]([F:37])([F:36])[C:31](OCC)=[O:32].Cl. The catalyst is C1COCC1. The product is [F:29][C:30]([F:37])([F:36])[C:31](=[O:32])[CH2:25][C:24]([C:22]1[CH:21]=[N:20][N:19]([C:14]2[C:13]([C:12]([F:11])([F:27])[F:28])=[CH:18][CH:17]=[CH:16][N:15]=2)[CH:23]=1)=[O:26]. The yield is 0.880.